From a dataset of Human Reference Interactome with 51,813 positive PPI pairs across 8,248 proteins, plus equal number of experimentally-validated negative pairs. Binary Classification. Given two protein amino acid sequences, predict whether they physically interact or not. (1) Protein 1 (ENSG00000178395) has sequence MAGFSHFSQPPYRDLWEPPRPGGERESTQRLGGQRSGADSTACSRAGTPGAESEAGACWLHPHCSFTPRPRRRGCSDSLRGSRSLSDVARRPLERSRKHRPRSRRLEDAWGETGTKPRPAWQPQTQLPPQRPQPCPHYPLAQGDSPPPCPGGAGTPLSGTFRVEKAQGGDQWAVPLGRHLGRWSPSSVPSERSSVPSQKFKRHSACVCAQKRDSSDQVESLASRDSQPLASSKEMRSPHTQVLKSKLEEVVVSSQDQQIVALVLTRLKKAQRIRELQQQAAKAWEELKRSDQKVQMTLER.... Protein 2 (ENSG00000164330) has sequence MFGIQESIQRSGSSMKEEPLGSGMNAVRTWMQGAGVLDANTAAQSGVGLARAHFEKQPPSNLRKSNFFHFVLALYDRQGQPVEIERTAFVGFVEKEKEANSEKTNNGIHYRLQLLYSNGIRTEQDFYVRLIDSMTKQAIVYEGQDKNPEMCRVLLTHEIMCSRCCDKKSCGNRNETPSDPVIIDRFFLKFFLKCNQNCLKNAGNPRDMRRFQVVVSTTVNVDGHVLAVSDNMFVHNNSKHGRRARRLDPSEGTPSYLEHATPCIKAISPSEGWTTGGATVIIIGDNFFDGLQVIFGTMLV.... Result: 0 (the proteins do not interact). (2) Protein 1 (ENSG00000139174) has sequence MPLEMEPKMSKLAFGCQRSSTSDDDSGCALEEYAWVPPGLRPEQIQLYFACLPEEKVPYVNSPGEKHRIKQLLYQLPPHDNEVRYCQSLSEEEKKELQVFSAQRKKEALGRGTIKLLSRAVMHAVCEQCGLKINGGEVAVFASRAGPGVCWHPSCFVCFTCNELLVDLIYFYQDGKIHCGRHHAELLKPRCSACDEIIFADECTEAEGRHWHMKHFCCLECETVLGGQRYIMKDGRPFCCGCFESLYAEYCETCGEHIGVDHAQMTYDGQHWHATEACFSCAQCKASLLGCPFLPKQGQI.... Protein 2 (ENSG00000153885) has sequence MPHRKERPSGSSLHTHGSTGTAEGGNMSRLSLTRSPVSPLAAQGIPLPAQLTKSNAPVHIDVGGHMYTSSLATLTKYPDSRISRLFNGTEPIVLDSLKQHYFIDRDGEIFRYVLSFLRTSKLLLPDDFKDFSLLYEEARYYQLQPMVRELERWQQEQEQRRRSRACDCLVVRVTPDLGERIALSGEKALIEEVFPETGDVMCNSVNAGWNQDPTHVIRFPLNGYCRLNSVQDVL*MPHRKERPSGSSLHTHGSTGTAEGGNMSRLSLTRSPVSPLAAQGIPLPAQLTKSNAPVHIDVGGH.... Result: 0 (the proteins do not interact). (3) Protein 1 (ENSG00000116497) has sequence MMCSRVPSEQSSGTSLLPKDGAPFSWDSLDEDGLDDSLLELSEGEEDDGDVNYTEEEIDALLKEDDPSYEQSSGEDDGGHVEKGERGSQILLDTPREKNSSYSLGPVAETPDLFKLPQLSTSSGHGPAHTKPLNRRSVLEKNLIKVTVAPFNPTVCDALLDKDETDSSKDTEKLSSLGEEMREDGLSPNESKLCTESEGISPNNSAWNGPQLSSSNNNFQQTVSDKNMPDSENPTSVFSRISDHSETPNMELSCRNGGSHKSSCEMRSLVVSTSSNKQDVLNKDSGKMKGHERRLGKVIP.... Protein 2 (ENSG00000275993) has sequence MVIMSEFSADPAGQGQGQQKPLRVGFYDIERTLGKGNFAVVKLARHRVTKTQVAIKIIDKTRLDSSNLEKIYREVQLMKLLNHPHIIKLYQVMETKDMLYIVTEFAKNGEMFDYLTSNGHLSENEARKKFWQILSAVEYCHDHHIVHRDLKTENLLLDGNMDIKLADFGFGNFYKSGEPLSTWCGSPPYAAPEVFEGKEYEGPQLDIWSLGVVLYVLVCGSLPFDGPNLPTLRQRVLEGRFRIPFFMSQDCESLIRRMLVVDPARRITIAQIRQHRWMRAEPCLPGPACPAFSAHSYTSN.... Result: 0 (the proteins do not interact). (4) Protein 1 (ENSG00000136463) has sequence MSAWAAASLSRAAARCLLARGPGVRAAPPRDPRPSHPEPRGCGAAPGRTLHFTAAVPAGHNKWSKVRHIKGPKDVERSRIFSKLCLNIRLAVKEGGPNPEHNSNLANILEVCRSKHMPKSTIETALKMEKSKDTYLLYEGRGPGGSSLLIEALSNSSHKCQADIRHILNKNGGVMAVGARHSFDKKGVIVVEVEDREKKAVNLERALEMAIEAGAEDVKETEDEEERNVFKFICDASSLHQVRKKLDSLGLCSVSCALEFIPNSKVQLAEPDLEQAAHLIQALSNHEDVIHVYDNIE*. Protein 2 (ENSG00000157884) has sequence MGQCLRYQMHWEDLEEYQALTFLTRNEILCIHDTFLKLCPPGKYYKEATLTMDQVSSLPALRVNPFRDRICRVFSHKGMFSFEDVLGMASVFSEQACPSLKIEYAFRIYDFNENGFIDEEDLQRIILRLLNSDDMSEDLLMDLTNHVLSESDLDNDNMLSFSEFEHAMAKSPDFMNSFRIHFWGC*. Result: 1 (the proteins interact). (5) Protein 1 (ENSG00000115295) has sequence MTIEDLPDFPLEGNPLFGRYPFIFSASDTPVIFSISAAPMPSDCEFSFFDPNDASCQEILFDPKTSVSELFAILRQWVPQVQQNIDIIGNEILKRGCNVNDRDGLTDMTLLHYTCKSGAHGIGDVETAVKFATQLIDLGADISLRSRWTNMNALHYAAYFDVPELIRVILKTSKPKDVDATCSDFNFGTALHIAAYNLCAGAVKCLLEQGANPAFRNDKGQIPADVVPDPVDMPLEMADAAATAKEIKQMLLDAVPLSCNISKAMLPNYDHVTGKAMLTSLGLKLGDRVVIAGQKVGTLR.... Protein 2 (ENSG00000170373) has sequence MAQYLSTLLLLLATLAVALAWSPKEEDRIIPGGIYNADLNDEWVQRALHFAISEYNKATKDDYYRRPLRVLRARQQTVGGVNYFFDVEVGRTICTKSQPNLDTCAFHEQPELQKKQLCSFEIYEVPWENRRSLVKSRCQES*. Result: 0 (the proteins do not interact). (6) Protein 1 (ENSG00000100324) has sequence MAAQRRSLLQSEQQPSWTDDLPLCHLSGVGSASNRSYSADGKGTESHPPEDSWLKFRSENNCFLYGVFNGYDGNRVTNFVAQRLSAELLLGQLNAEHAEADVRRVLLQAFDVVERSFLESIDDALAEKASLQSQLPEGVPQHQLPPQYQKILERLKTLEREISGGAMAVVAVLLNNKLYVANVGTNRALLCKSTVDGLQVTQLNVDHTTENEDELFRLSQLGLDAGKIKQVGIICGQESTRRIGDYKVKYGYTDIDLLSAAKSKPIIAEPEIHGAQPLDGVTGFLVLMSEGLYKALEAAH.... Protein 2 (ENSG00000205076) has sequence MSNVPHKSSLPEGIRPGTVLRIRGLVPPNASRFHVNLLCGEEQGSDAALHFNPRLDTSEVVFNSKEQGSWGREERGPGVPFQRGQPFEVLIIASDDGFKAVVGDAQYHHFRHRLPLARVRLVEVGGDVQLDSVRIF*MPRCISTPGWTRRRWSSTARSKAPGAARSAGRAFL. Result: 1 (the proteins interact).